The task is: Predict the reaction yield, written as a fraction of the theoretical maximum amount of product (1.0 means a 100% yield; for example, 0.34 means a 34% yield).. This data is from Reaction yield outcomes from USPTO patents with 853,638 reactions. The reactants are [NH:1]1[CH:5]=[C:4]([C:6]#[N:7])[CH:3]=[N:2]1.C(=O)([O-])[O-].[K+].[K+].Br[CH2:15][C:16]([O:18][CH2:19][CH3:20])=[O:17]. The catalyst is CC(C)=O.CCCCCCC. The product is [C:6]([C:4]1[CH:5]=[N:1][N:2]([CH2:15][C:16]([O:18][CH2:19][CH3:20])=[O:17])[CH:3]=1)#[N:7]. The yield is 0.519.